Dataset: Catalyst prediction with 721,799 reactions and 888 catalyst types from USPTO. Task: Predict which catalyst facilitates the given reaction. (1) Reactant: [BH4-].[Li+].[CH2:3]([N:10]([CH2:18][C:19]1[CH:24]=[CH:23][CH:22]=[CH:21][CH:20]=1)[CH2:11][C@H:12]([F:17])[C:13](OC)=[O:14])[C:4]1[CH:9]=[CH:8][CH:7]=[CH:6][CH:5]=1. Product: [CH2:18]([N:10]([CH2:3][C:4]1[CH:5]=[CH:6][CH:7]=[CH:8][CH:9]=1)[CH2:11][C@H:12]([F:17])[CH2:13][OH:14])[C:19]1[CH:20]=[CH:21][CH:22]=[CH:23][CH:24]=1. The catalyst class is: 1. (2) Reactant: [NH2:1][C:2]1[CH:7]=[CH:6][C:5]([N+:8]([O-:10])=[O:9])=[CH:4][C:3]=1[OH:11].C(=O)([O-])O.[Na+].Cl[C:18](/[CH:20]=[CH:21]/[C:22]([O:24][CH2:25][CH3:26])=[O:23])=[O:19]. Product: [OH:11][C:3]1[CH:4]=[C:5]([N+:8]([O-:10])=[O:9])[CH:6]=[CH:7][C:2]=1[NH:1][C:18](/[CH:20]=[CH:21]\[C:22]([O:24][CH2:25][CH3:26])=[O:23])=[O:19]. The catalyst class is: 12. (3) Reactant: [Cl:1][C:2]1[CH:3]=[C:4]([CH:18]=[CH:19][CH:20]=1)[CH2:5][CH:6]1[C:10]2[NH:11][C:12]([C:14]([O:16]C)=[O:15])=[CH:13][C:9]=2[CH2:8][CH2:7]1.[OH-].[Li+].CO. Product: [Cl:1][C:2]1[CH:3]=[C:4]([CH:18]=[CH:19][CH:20]=1)[CH2:5][CH:6]1[C:10]2[NH:11][C:12]([C:14]([OH:16])=[O:15])=[CH:13][C:9]=2[CH2:8][CH2:7]1. The catalyst class is: 1.